The task is: Binary Classification. Given a drug SMILES string, predict its activity (active/inactive) in a high-throughput screening assay against a specified biological target.. This data is from Tyrosyl-DNA phosphodiesterase HTS with 341,365 compounds. The drug is Clc1c(S(=O)(=O)NC(C)C(=O)NNC(=O)COc2c(F)cccc2)c(Cl)ccc1. The result is 0 (inactive).